The task is: Regression. Given a peptide amino acid sequence and an MHC pseudo amino acid sequence, predict their binding affinity value. This is MHC class I binding data.. This data is from Peptide-MHC class I binding affinity with 185,985 pairs from IEDB/IMGT. (1) The peptide sequence is VLYGPDAPTI. The MHC is HLA-A02:03 with pseudo-sequence HLA-A02:03. The binding affinity (normalized) is 0.483. (2) The peptide sequence is EVIPMFSAL. The MHC is HLA-A02:12 with pseudo-sequence HLA-A02:12. The binding affinity (normalized) is 0.0847. (3) The peptide sequence is YREAGIPVL. The MHC is HLA-A01:01 with pseudo-sequence HLA-A01:01. The binding affinity (normalized) is 0.0847. (4) The peptide sequence is SWAIKWEYVVL. The MHC is Patr-A0901 with pseudo-sequence Patr-A0901. The binding affinity (normalized) is 0.578. (5) The binding affinity (normalized) is 0. The MHC is HLA-A02:06 with pseudo-sequence HLA-A02:06. The peptide sequence is RTEIIRMMESA. (6) The peptide sequence is IIKKCEQFV. The MHC is HLA-A02:02 with pseudo-sequence HLA-A02:02. The binding affinity (normalized) is 0.701. (7) The binding affinity (normalized) is 0.882. The MHC is HLA-B38:01 with pseudo-sequence HLA-B38:01. The peptide sequence is SHINVELSL. (8) The peptide sequence is ETIGLVRAL. The MHC is HLA-A30:01 with pseudo-sequence HLA-A30:01. The binding affinity (normalized) is 0.0847. (9) The peptide sequence is KMIGGIGGFI. The MHC is HLA-A02:03 with pseudo-sequence HLA-A02:03. The binding affinity (normalized) is 0.855.